Dataset: Reaction yield outcomes from USPTO patents with 853,638 reactions. Task: Predict the reaction yield, written as a fraction of the theoretical maximum amount of product (1.0 means a 100% yield; for example, 0.34 means a 34% yield). The reactants are Br[C:2]1[CH:3]=[C:4]([N:8]([CH2:16][C:17]2[CH:22]=[CH:21][CH:20]=[C:19]([O:23][C:24]([F:27])([F:26])[F:25])[CH:18]=2)[CH2:9][CH:10]([OH:15])[C:11]([F:14])([F:13])[F:12])[CH:5]=[CH:6][CH:7]=1.[OH:28][C:29]1[CH:30]=[CH:31][C:32]([CH3:35])=[N:33][CH:34]=1.C([O-])([O-])=O.[Cs+].[Cs+]. The catalyst is CC(N(C)C)=O. The product is [CH3:35][C:32]1[CH:31]=[CH:30][C:29]([O:28][C:2]2[CH:3]=[C:4]([N:8]([CH2:16][C:17]3[CH:22]=[CH:21][CH:20]=[C:19]([O:23][C:24]([F:27])([F:26])[F:25])[CH:18]=3)[CH2:9][CH:10]([OH:15])[C:11]([F:14])([F:13])[F:12])[CH:5]=[CH:6][CH:7]=2)=[CH:34][N:33]=1. The yield is 0.610.